This data is from Forward reaction prediction with 1.9M reactions from USPTO patents (1976-2016). The task is: Predict the product of the given reaction. (1) Given the reactants [CH3:1][C:2]1([CH3:20])[C:10]2[C:5](=[CH:6][CH:7]=[C:8](OS(C(F)(F)F)(=O)=O)[CH:9]=2)[C:4](=[O:19])[CH2:3]1.[CH2:21]([S:23]([C:26]1[CH:27]=[C:28](B(O)O)[CH:29]=[CH:30][CH:31]=1)(=[O:25])=[O:24])[CH3:22], predict the reaction product. The product is: [CH2:21]([S:23]([C:26]1[CH:31]=[C:30]([C:8]2[CH:9]=[C:10]3[C:5](=[CH:6][CH:7]=2)[C:4](=[O:19])[CH2:3][C:2]3([CH3:1])[CH3:20])[CH:29]=[CH:28][CH:27]=1)(=[O:24])=[O:25])[CH3:22]. (2) Given the reactants [Cl:1][C:2]1[CH:3]=[C:4]2[C:8](=[CH:9][CH:10]=1)[NH:7][CH:6]=[C:5]2[CH2:11][CH2:12][NH:13][C:14](=[O:23])[C:15]1[CH:20]=[CH:19][CH:18]=[C:17]([CH2:21]Cl)[CH:16]=1.[S:24]1[CH:28]=[CH:27][C:26](B(O)O)=[CH:25]1.ClCCl.C(=O)([O-])[O-].[Na+].[Na+].[I-].[Na+], predict the reaction product. The product is: [Cl:1][C:2]1[CH:3]=[C:4]2[C:8](=[CH:9][CH:10]=1)[NH:7][CH:6]=[C:5]2[CH2:11][CH2:12][NH:13][C:14](=[O:23])[C:15]1[CH:20]=[CH:19][CH:18]=[C:17]([CH2:21][C:26]2[CH:27]=[CH:28][S:24][CH:25]=2)[CH:16]=1. (3) Given the reactants [C:1]1([C:34]2[CH:39]=[CH:38][CH:37]=[CH:36][CH:35]=2)[CH:6]=[CH:5][C:4]([C:7]2[C:16]3[C:11](=[CH:12][C:13]([O:19][CH3:20])=[C:14]([O:17][CH3:18])[CH:15]=3)[C:10]([NH:21][C:22]([C:24]3[C:32]4[O:31][CH2:30][O:29][C:28]=4[CH:27]=[CH:26][C:25]=3[Br:33])=[O:23])=[CH:9][CH:8]=2)=[CH:3][CH:2]=1.[C:40](N)(=O)C1C=CC=CC=1.[H-].[Na+].CI, predict the reaction product. The product is: [C:1]1([C:34]2[CH:39]=[CH:38][CH:37]=[CH:36][CH:35]=2)[CH:2]=[CH:3][C:4]([C:7]2[C:16]3[C:11](=[CH:12][C:13]([O:19][CH3:20])=[C:14]([O:17][CH3:18])[CH:15]=3)[C:10]([N:21]([CH3:40])[C:22]([C:24]3[C:32]4[O:31][CH2:30][O:29][C:28]=4[CH:27]=[CH:26][C:25]=3[Br:33])=[O:23])=[CH:9][CH:8]=2)=[CH:5][CH:6]=1.